Dataset: Full USPTO retrosynthesis dataset with 1.9M reactions from patents (1976-2016). Task: Predict the reactants needed to synthesize the given product. (1) Given the product [Cl:1][C:2]1[C:3]([F:12])=[C:4]([B:25]2[O:29][C:28]([CH3:31])([CH3:30])[C:27]([CH3:33])([CH3:32])[O:26]2)[C:5]([C:8]([F:10])([F:11])[CH3:9])=[CH:6][CH:7]=1, predict the reactants needed to synthesize it. The reactants are: [Cl:1][C:2]1[CH:7]=[CH:6][C:5]([C:8]([F:11])([F:10])[CH3:9])=[CH:4][C:3]=1[F:12].[Li+].CC([N-]C(C)C)C.C(O[B:25]1[O:29][C:28]([CH3:31])([CH3:30])[C:27]([CH3:33])([CH3:32])[O:26]1)(C)C. (2) Given the product [Cl:26][C:27]1[CH:32]=[CH:31][C:30]([F:33])=[CH:29][C:28]=1[C:9]1[N:13]2[C:14]3[N:22]=[C:21]([O:23][CH3:24])[CH:20]=[CH:19][C:15]=3[N:16]=[C:17]([CH3:18])[C:12]2=[C:11]([CH3:25])[N:10]=1, predict the reactants needed to synthesize it. The reactants are: ClC1C=C([C:9]2[N:13]3[C:14]4[N:22]=[C:21]([O:23][CH3:24])[CH:20]=[CH:19][C:15]=4[N:16]=[C:17]([CH3:18])[C:12]3=[C:11]([CH3:25])[N:10]=2)C=C(Cl)C=1.[Cl:26][C:27]1[CH:32]=[CH:31][C:30]([F:33])=[CH:29][C:28]=1B(O)O. (3) Given the product [CH3:14][O:15][C:16]([C:18]1[N:19]=[CH:20][N:21]([C:2]2[CH:3]=[CH:4][C:5]3[C:10](=[CH:9][CH:8]=[CH:7][CH:6]=3)[CH:1]=2)[CH:22]=1)=[O:17], predict the reactants needed to synthesize it. The reactants are: [CH:1]1[C:10]2[C:5](=[CH:6][CH:7]=[CH:8][CH:9]=2)[CH:4]=[CH:3][C:2]=1B(O)O.[CH3:14][O:15][C:16]([C:18]1[N:19]=[CH:20][NH:21][CH:22]=1)=[O:17].CCOC(C)=O.[C@H](O)(C([O-])=O)[C@@H](O)C([O-])=O.[Na+].[K+]. (4) Given the product [C:9]1([CH2:8][NH:7][CH2:6][C:5]2[CH:27]=[CH:28][C:2]([F:1])=[CH:3][CH:4]=2)[CH:25]=[CH:24][CH:23]=[CH:22][C:10]=1[CH2:11][NH:13][CH2:14][C:15]1[CH:20]=[CH:19][C:18]([F:21])=[CH:17][CH:16]=1, predict the reactants needed to synthesize it. The reactants are: [F:1][C:2]1[CH:28]=[CH:27][C:5]([CH2:6][NH:7][C:8](=O)[C:9]2[C:10](=[CH:22][CH:23]=[CH:24][CH:25]=2)[C:11]([NH:13][CH2:14][C:15]2[CH:20]=[CH:19][C:18]([F:21])=[CH:17][CH:16]=2)=O)=[CH:4][CH:3]=1.C1COCC1. (5) Given the product [Si:18]([O:11][C:4]1[CH:3]=[C:2]([F:1])[CH:10]=[C:9]2[C:5]=1[CH:6]=[N:7][NH:8]2)([C:14]([CH3:17])([CH3:16])[CH3:15])([CH3:20])[CH3:19], predict the reactants needed to synthesize it. The reactants are: [F:1][C:2]1[CH:3]=[C:4]([OH:11])[C:5]2[CH:6]=[N:7][NH:8][C:9]=2[CH:10]=1.[H-].[Na+].[C:14]([Si:18](Cl)([CH3:20])[CH3:19])([CH3:17])([CH3:16])[CH3:15]. (6) Given the product [OH:10][CH:7]1[CH2:8][CH2:9][CH:4]([C@H:2]([NH:1][C:26]2[N:31]=[C:30]([C:32]3[C:40]4[C:35](=[N:36][CH:37]=[C:38]([C:41]([F:43])([F:44])[F:42])[CH:39]=4)[N:34]([S:45]([C:48]4[CH:54]=[CH:53][C:51]([CH3:52])=[CH:50][CH:49]=4)(=[O:46])=[O:47])[CH:33]=3)[C:29]([C:55]#[N:56])=[CH:28][N:27]=2)[CH3:3])[CH2:5][CH2:6]1, predict the reactants needed to synthesize it. The reactants are: [NH2:1][C@@H:2]([CH:4]1[CH2:9][CH2:8][CH:7]([OH:10])[CH2:6][CH2:5]1)[CH3:3].CN(C=O)C.C(N(C(C)C)CC)(C)C.Cl[C:26]1[N:31]=[C:30]([C:32]2[C:40]3[C:35](=[N:36][CH:37]=[C:38]([C:41]([F:44])([F:43])[F:42])[CH:39]=3)[N:34]([S:45]([C:48]3[CH:54]=[CH:53][C:51]([CH3:52])=[CH:50][CH:49]=3)(=[O:47])=[O:46])[CH:33]=2)[C:29]([C:55]#[N:56])=[CH:28][N:27]=1.